From a dataset of Forward reaction prediction with 1.9M reactions from USPTO patents (1976-2016). Predict the product of the given reaction. Given the reactants [C:1]([O:5][C:6]([NH:8][C@@H:9]([CH2:13][C:14]1[CH:19]=[CH:18][CH:17]=[C:16]([I:20])[CH:15]=1)[C:10](O)=[O:11])=[O:7])([CH3:4])([CH3:3])[CH3:2], predict the reaction product. The product is: [C:1]([O:5][C:6](=[O:7])[NH:8][C@@H:9]([CH2:13][C:14]1[CH:19]=[CH:18][CH:17]=[C:16]([I:20])[CH:15]=1)[CH2:10][OH:11])([CH3:4])([CH3:2])[CH3:3].